From a dataset of Forward reaction prediction with 1.9M reactions from USPTO patents (1976-2016). Predict the product of the given reaction. (1) Given the reactants [Br:1][C:2]1[C:3](=[O:21])[N:4]([CH2:17][CH:18]2[CH2:20]C2)[CH:5]=[CH:6][C:7]=1[O:8][CH2:9][C:10]1[CH:15]=[CH:14][C:13]([F:16])=[CH:12][CH:11]=1.Br[C:23]1C(=O)NC=CC=1OCC1C=CC(F)=CC=1.C([O-])([O-])=O.[K+].[K+].C1(CBr)CC1, predict the reaction product. The product is: [Br:1][C:2]1[C:3](=[O:21])[N:4]([CH:17]2[CH2:18][CH2:20]2)[CH:5]=[C:6]([CH3:23])[C:7]=1[O:8][CH2:9][C:10]1[CH:11]=[CH:12][C:13]([F:16])=[CH:14][CH:15]=1. (2) Given the reactants Cl[C:2]1[N:7]=[C:6]([NH:8][C:9]2[CH:10]=[C:11]([NH:16][C:17](=[O:29])[C:18]3[CH:23]=[CH:22][CH:21]=[C:20]([C:24]([C:27]#[N:28])([CH3:26])[CH3:25])[CH:19]=3)[CH:12]=[CH:13][C:14]=2[CH3:15])[CH:5]=[CH:4][N:3]=1.[CH3:30][O:31][C:32]1[CH:33]=[N:34][CH:35]=[C:36](B2OC(C)(C)C(C)(C)O2)[CH:37]=1.C(=O)([O-])[O-].[K+].[K+], predict the reaction product. The product is: [C:27]([C:24]([C:20]1[CH:19]=[C:18]([CH:23]=[CH:22][CH:21]=1)[C:17]([NH:16][C:11]1[CH:12]=[CH:13][C:14]([CH3:15])=[C:9]([NH:8][C:6]2[CH:5]=[CH:4][N:3]=[C:2]([C:36]3[CH:35]=[N:34][CH:33]=[C:32]([O:31][CH3:30])[CH:37]=3)[N:7]=2)[CH:10]=1)=[O:29])([CH3:26])[CH3:25])#[N:28].